This data is from Forward reaction prediction with 1.9M reactions from USPTO patents (1976-2016). The task is: Predict the product of the given reaction. (1) The product is: [C:9]([C:5]1[CH:6]=[CH:7][CH:8]=[C:1]([OH:2])[C:3]=1[OH:4])(=[O:11])[CH3:10]. Given the reactants [C:1]1([C:3](=[CH:5][CH:6]=[CH:7][CH:8]=1)[OH:4])[OH:2].[C:9](OC(=O)C)(=[O:11])[CH3:10], predict the reaction product. (2) The product is: [CH2:1]([O:3][C:4]1[CH:11]=[CH:10][CH:9]=[C:8]([O:12][CH2:13][CH3:14])[C:5]=1[CH2:6][Br:16])[CH3:2]. Given the reactants [CH2:1]([O:3][C:4]1[CH:11]=[CH:10][CH:9]=[C:8]([O:12][CH2:13][CH3:14])[C:5]=1[CH2:6]O)[CH3:2].P(Br)(Br)[Br:16], predict the reaction product. (3) Given the reactants [CH2:1]([O:8][C:9]1[CH:14]=[CH:13][C:12](Br)=[CH:11][CH:10]=1)[C:2]1[CH:7]=[CH:6][CH:5]=[CH:4][CH:3]=1.[CH3:16][O:17][C:18]([O:20][CH3:21])=[CH2:19].[NH2-].[Na+], predict the reaction product. The product is: [CH2:1]([O:8][C:9]1[CH:14]=[CH:13][C:12]2[CH2:19][C:18]([O:20][CH3:21])([O:17][CH3:16])[C:11]=2[CH:10]=1)[C:2]1[CH:7]=[CH:6][CH:5]=[CH:4][CH:3]=1. (4) Given the reactants N1C2C(=CC=CC=2)C=C1.C([N:17]1[C:29]2[C:28]([OH:30])=[C:27]3[N:31](C(OC(C)(C)C)=O)[C:32]4[CH:33]=[CH:34][C:35]([Cl:38])=[CH:36][C:37]=4[C:26]3=[CH:25][C:24]=2[C:23]2[C:18]1=[CH:19][CH:20]=[C:21]([Cl:46])[CH:22]=2)(OC(C)(C)C)=O.O[CH2:48][CH2:49][CH2:50][N:51]1[CH2:55][CH2:54][C@H:53]([NH:56]C(=O)OC(C)(C)C)[CH2:52]1, predict the reaction product. The product is: [Cl:38][C:35]1[CH:36]=[C:37]2[C:32](=[CH:33][CH:34]=1)[NH:31][C:27]1[C:28]([O:30][CH2:48][CH2:49][CH2:50][N:51]3[CH2:55][CH2:54][C@H:53]([NH2:56])[CH2:52]3)=[C:29]3[NH:17][C:18]4[CH:19]=[CH:20][C:21]([Cl:46])=[CH:22][C:23]=4[C:24]3=[CH:25][C:26]2=1. (5) Given the reactants [C:1]([O:5][C:6]([NH:8][NH:9][CH:10]1[CH2:13][CH2:12][CH2:11]1)=[O:7])([CH3:4])([CH3:3])[CH3:2].[CH2:14](Br)[CH:15]=[CH2:16].C(=O)([O-])[O-].[K+].[K+].[I-].[Li+], predict the reaction product. The product is: [C:1]([O:5][C:6]([NH:8][N:9]([CH2:16][CH:15]=[CH2:14])[CH:10]1[CH2:11][CH2:12][CH2:13]1)=[O:7])([CH3:4])([CH3:2])[CH3:3]. (6) Given the reactants Br[CH2:2][CH2:3][O:4][CH2:5][CH3:6].[C:7]([O-])([O-])=O.[K+].[K+].[OH:13][C:14]1[CH:19]=[CH:18][C:17]([N:20]2[CH2:25][CH2:24][CH:23]([C:26]3[CH:31]=[CH:30][C:29]([C@@H:32]([NH:34][C:35](=[O:37])[CH3:36])[CH3:33])=[CH:28][CH:27]=3)[CH2:22][CH2:21]2)=[CH:16][CH:15]=1, predict the reaction product. The product is: [O:4]1[CH2:5][CH2:6][CH:7]([O:13][C:14]2[CH:19]=[CH:18][C:17]([N:20]3[CH2:25][CH2:24][CH:23]([C:26]4[CH:27]=[CH:28][C:29]([C@@H:32]([NH:34][C:35](=[O:37])[CH3:36])[CH3:33])=[CH:30][CH:31]=4)[CH2:22][CH2:21]3)=[CH:16][CH:15]=2)[CH2:2][CH2:3]1. (7) Given the reactants [C:1]1([CH:7]([C:25]2[CH:30]=[CH:29][CH:28]=[CH:27][CH:26]=2)[N:8]2[CH2:13][CH2:12][C:11]([C:17]3[CH:22]=[CH:21][CH:20]=[C:19]([O:23][CH3:24])[CH:18]=3)([C:14](O)=[O:15])[CH2:10][CH2:9]2)[CH:6]=[CH:5][CH:4]=[CH:3][CH:2]=1.S(Cl)(Cl)=O.[H-].[Na+].[C:37]([NH:41][S:42]([NH2:45])(=[O:44])=[O:43])([CH3:40])([CH3:39])[CH3:38].[Cl-].[NH4+], predict the reaction product. The product is: [C:37]([NH:41][S:42]([NH:45][C:14]([C:11]1([C:17]2[CH:22]=[CH:21][CH:20]=[C:19]([O:23][CH3:24])[CH:18]=2)[CH2:12][CH2:13][N:8]([CH:7]([C:1]2[CH:6]=[CH:5][CH:4]=[CH:3][CH:2]=2)[C:25]2[CH:30]=[CH:29][CH:28]=[CH:27][CH:26]=2)[CH2:9][CH2:10]1)=[O:15])(=[O:44])=[O:43])([CH3:40])([CH3:39])[CH3:38]. (8) Given the reactants [H-].[Na+].[I-].[CH3:4][S+](C)C.[CH3:8][CH:9]([C:11]1[CH:16]=[CH:15][C:14]([C:17](=[CH2:21])[C:18](=[O:20])[CH3:19])=[CH:13][CH:12]=1)[CH3:10], predict the reaction product. The product is: [CH3:10][CH:9]([C:11]1[CH:12]=[CH:13][C:14]([C:17]2([C:18](=[O:20])[CH3:19])[CH2:4][CH2:21]2)=[CH:15][CH:16]=1)[CH3:8]. (9) Given the reactants [CH3:1][O:2][C:3]([C:5]1[C@H:10]([C:11]2[CH:16]=[CH:15][C:14]([F:17])=[C:13]([F:18])[CH:12]=2)[N:9]([C:19]([NH:21][CH2:22][CH2:23][C:24]([O:26]CC)=[O:25])=[O:20])[C:8](=[O:29])[NH:7][C:6]=1[CH2:30][O:31][CH3:32])=[O:4].[OH-].[Na+], predict the reaction product. The product is: [CH3:1][O:2][C:3]([C:5]1[C@H:10]([C:11]2[CH:16]=[CH:15][C:14]([F:17])=[C:13]([F:18])[CH:12]=2)[N:9]([C:19]([NH:21][CH2:22][CH2:23][C:24]([OH:26])=[O:25])=[O:20])[C:8](=[O:29])[NH:7][C:6]=1[CH2:30][O:31][CH3:32])=[O:4].